From a dataset of Full USPTO retrosynthesis dataset with 1.9M reactions from patents (1976-2016). Predict the reactants needed to synthesize the given product. (1) Given the product [CH3:34][O:35][C:36]1[CH:37]=[C:38]([NH:39][CH2:14][C:13]2[CH:16]=[C:17]([C:18]3[N:26]=[C:25]([CH3:27])[N:24]=[C:23]4[C:19]=3[N:20]=[CH:21][NH:22]4)[C:10]([NH:9][C:6]3[CH:7]=[N:8][C:3]([O:2][CH3:1])=[CH:4][CH:5]=3)=[N:11][CH:12]=2)[CH:40]=[CH:41][CH:42]=1, predict the reactants needed to synthesize it. The reactants are: [CH3:1][O:2][C:3]1[N:8]=[CH:7][C:6]([NH:9][C:10]2[C:17]([C:18]3[N:26]=[C:25]([CH3:27])[N:24]=[C:23]4[C:19]=3[N:20]=[CH:21][N:22]4C3CCCCO3)=[CH:16][C:13]([CH:14]=O)=[CH:12][N:11]=2)=[CH:5][CH:4]=1.[CH3:34][O:35][C:36]1[CH:37]=[C:38]([CH:40]=[CH:41][CH:42]=1)[NH2:39].C(Cl)Cl.[BH4-].[Na+]. (2) Given the product [Cl:1][C:2]1[C:33]([F:34])=[CH:32][CH:31]=[CH:30][C:3]=1[CH2:4][NH:5][C:6](=[O:29])[N:7]([CH:9]([CH2:25][CH2:26][CH2:27][N:50]1[CH2:51][CH2:52][N:53]2[CH:35]=[N:46][N:47]=[C:48]2[CH2:49]1)[CH2:10][O:11][C:12](=[O:24])[NH:13][C:14]1[N:15]=[CH:16][C:17]2[C:22]([CH:23]=1)=[CH:21][CH:20]=[CH:19][CH:18]=2)[CH3:8], predict the reactants needed to synthesize it. The reactants are: [Cl:1][C:2]1[C:33]([F:34])=[CH:32][CH:31]=[CH:30][C:3]=1[CH2:4][NH:5][C:6](=[O:29])[N:7]([CH:9]([CH2:25][CH2:26][CH:27]=O)[CH2:10][O:11][C:12](=[O:24])[NH:13][C:14]1[N:15]=[CH:16][C:17]2[C:22]([CH:23]=1)=[CH:21][CH:20]=[CH:19][CH:18]=2)[CH3:8].[CH3:35]CN(C(C)C)C(C)C.Cl.N1[C:49]2[NH:50][CH2:51][CH2:52][NH:53][C:48]=2[N:47]=[N:46]1.C(O[BH-](OC(=O)C)OC(=O)C)(=O)C.[Na+]. (3) Given the product [Br:1][C:2]1[CH:10]=[C:9]2[C:5]([CH:6]=[N:7][N:8]2[CH2:11][C:12]([F:29])([CH3:15])[CH3:13])=[CH:4][C:3]=1[O:16][C:17]1[CH:22]=[CH:21][C:20]([F:23])=[CH:19][C:18]=1[F:24], predict the reactants needed to synthesize it. The reactants are: [Br:1][C:2]1[CH:10]=[C:9]2[C:5]([CH:6]=[N:7][N:8]2[CH2:11][C:12]([CH3:15])(O)[CH3:13])=[CH:4][C:3]=1[O:16][C:17]1[CH:22]=[CH:21][C:20]([F:23])=[CH:19][C:18]=1[F:24].NC(N)CS(F)(F)[F:29].[OH-].[K+].C(OCC)C. (4) Given the product [C:37]([O:36][C:34]([NH:1][C@:2]12[CH2:9][CH:8]([F:10])[CH2:7][C@H:6]1[CH2:5][N:4]([C@@H:12]([C:14]1[CH:19]=[CH:18][CH:17]=[CH:16][CH:15]=1)[CH3:13])[CH2:3]2)=[O:35])([CH3:40])([CH3:39])[CH3:38], predict the reactants needed to synthesize it. The reactants are: [NH2:1][C@:2]12[CH2:9][CH:8]([F:10])[CH2:7][C@@H:6]1[C:5](=O)[N:4]([C@@H:12]([C:14]1[CH:19]=[CH:18][CH:17]=[CH:16][CH:15]=1)[CH3:13])[CH2:3]2.COCCO[AlH2-]OCCOC.[Na+].[OH-].[Na+].[C:34](O[C:34]([O:36][C:37]([CH3:40])([CH3:39])[CH3:38])=[O:35])([O:36][C:37]([CH3:40])([CH3:39])[CH3:38])=[O:35].